Dataset: Reaction yield outcomes from USPTO patents with 853,638 reactions. Task: Predict the reaction yield, written as a fraction of the theoretical maximum amount of product (1.0 means a 100% yield; for example, 0.34 means a 34% yield). The reactants are [C:1]([O:5][C:6]([NH:8][C@H:9]([CH2:13][O:14][CH:15]([F:17])[F:16])[C:10]([OH:12])=O)=[O:7])([CH3:4])([CH3:3])[CH3:2].C(N(CC)CC)C.ClC(OCC(C)C)=O.[F:33][C:34]1[CH:41]=[CH:40][C:37]([CH2:38][NH2:39])=[CH:36][CH:35]=1. The catalyst is C1COCC1.C(OCC)(=O)C. The product is [F:16][CH:15]([F:17])[O:14][CH2:13][C@@H:9]([NH:8][C:6](=[O:7])[O:5][C:1]([CH3:2])([CH3:3])[CH3:4])[C:10]([NH:39][CH2:38][C:37]1[CH:40]=[CH:41][C:34]([F:33])=[CH:35][CH:36]=1)=[O:12]. The yield is 0.787.